From a dataset of Peptide-MHC class II binding affinity with 134,281 pairs from IEDB. Regression. Given a peptide amino acid sequence and an MHC pseudo amino acid sequence, predict their binding affinity value. This is MHC class II binding data. (1) The binding affinity (normalized) is 0.213. The peptide sequence is LVLDFCDDALIEGIT. The MHC is DRB1_0405 with pseudo-sequence DRB1_0405. (2) The peptide sequence is SSKVTITDTTIGTGD. The MHC is DRB1_0802 with pseudo-sequence DRB1_0802. The binding affinity (normalized) is 0.747. (3) The MHC is DRB1_0901 with pseudo-sequence DRB1_0901. The peptide sequence is LGGVMGGLWKYLNAV. The binding affinity (normalized) is 0.536. (4) The peptide sequence is AAAAGWQTLSAALDA. The MHC is HLA-DQA10301-DQB10302 with pseudo-sequence HLA-DQA10301-DQB10302. The binding affinity (normalized) is 0.414. (5) The peptide sequence is RSKFLLMDALKLSIE. The MHC is DRB1_0401 with pseudo-sequence DRB1_0401. The binding affinity (normalized) is 0.395. (6) The peptide sequence is YHLLCLERDLQRLIG. The binding affinity (normalized) is 0.196. The MHC is DRB1_1501 with pseudo-sequence DRB1_1501.